Dataset: Reaction yield outcomes from USPTO patents with 853,638 reactions. Task: Predict the reaction yield, written as a fraction of the theoretical maximum amount of product (1.0 means a 100% yield; for example, 0.34 means a 34% yield). (1) The reactants are O=P(Cl)(Cl)Cl.[CH3:6][C:7]1[NH:8][C:9]2[C:14]([CH:15]=1)=[CH:13][CH:12]=[CH:11][CH:10]=2.[OH-].[Na+].CN([CH:21]=[O:22])C. No catalyst specified. The product is [CH3:6][C:7]1[NH:8][C:9]2[C:14]([C:15]=1[CH:21]=[O:22])=[CH:13][CH:12]=[CH:11][CH:10]=2. The yield is 0.890. (2) The reactants are Cl[C:2]1[C:30]([F:31])=[CH:29][CH:28]=[C:27]([F:32])[C:3]=1[CH2:4][N:5]1[CH2:10][CH2:9][NH:8][C:7]2[N:11]=[CH:12][C:13]([C:15]3[CH:16]=[N:17][C:18]([N:21]4[CH2:26][CH2:25][O:24][CH2:23][CH2:22]4)=[CH:19][CH:20]=3)=[CH:14][C:6]1=2.[C:33]([Cu])#[N:34]. The catalyst is CN(C=O)C. The product is [F:32][C:27]1[C:3]([CH2:4][N:5]2[CH2:10][CH2:9][NH:8][C:7]3[N:11]=[CH:12][C:13]([C:15]4[CH:16]=[N:17][C:18]([N:21]5[CH2:22][CH2:23][O:24][CH2:25][CH2:26]5)=[CH:19][CH:20]=4)=[CH:14][C:6]2=3)=[C:2]([C:30]([F:31])=[CH:29][CH:28]=1)[C:33]#[N:34]. The yield is 0.370. (3) The reactants are [Cl:1][C:2]1[C:11]2[C:6](=[C:7]([Cl:12])[CH:8]=[CH:9][CH:10]=2)[C:5]([OH:13])=[CH:4][N:3]=1.[CH2:14]1[CH2:24][CH2:23]N2C(=NCCC2)CC1.C1(Br)CC1. The catalyst is O. The product is [Cl:1][C:2]1[C:11]2[C:6](=[C:7]([Cl:12])[CH:8]=[CH:9][CH:10]=2)[C:5]([O:13][CH:24]2[CH2:14][CH2:23]2)=[CH:4][N:3]=1. The yield is 0.0210. (4) The reactants are [N-:1]=[N+:2]=[N-:3].[Na+].[CH3:5][O:6][C:7]1[CH:12]=[CH:11][C:10]([CH2:13][CH2:14][CH2:15][CH2:16]OS(C2C=CC(C)=CC=2)(=O)=O)=[CH:9][CH:8]=1. The catalyst is CN(C=O)C. The product is [CH3:5][O:6][C:7]1[CH:12]=[CH:11][C:10]([CH2:13][CH2:14][CH2:15][CH2:16][N:1]=[N+:2]=[N-:3])=[CH:9][CH:8]=1. The yield is 0.950. (5) The reactants are [N+:1]([C:4]1[CH:5]=[C:6]2[CH2:12][C@@:11]3([CH:17]4[CH2:18][CH2:19][N:14]([CH2:15][CH2:16]4)[CH2:13]3)[O:10][C:7]2=[N:8][CH:9]=1)([O-])=O. The catalyst is CO. The product is [NH2:1][C:4]1[CH:5]=[C:6]2[CH2:12][C@@:11]3([CH:17]4[CH2:16][CH2:15][N:14]([CH2:19][CH2:18]4)[CH2:13]3)[O:10][C:7]2=[N:8][CH:9]=1. The yield is 0.920. (6) The reactants are Br[C:2]1[O:6][C:5]([CH2:7][N:8]2[C:16]3[C:11](=[CH:12][CH:13]=[CH:14][CH:15]=3)[C:10]3([C:20]4=[CH:21][C:22]5[O:26][CH2:25][O:24][C:23]=5[CH:27]=[C:19]4[O:18][CH2:17]3)[C:9]2=[O:28])=[CH:4][CH:3]=1.[CH3:29][S:30]([O-:32])=[O:31].[Na+].N1CCC[C@H]1C(O)=O. The catalyst is [Cu]I.CS(C)=O. The yield is 0.710. The product is [CH3:29][S:30]([C:2]1[O:6][C:5]([CH2:7][N:8]2[C:16]3[C:11](=[CH:12][CH:13]=[CH:14][CH:15]=3)[C:10]3([C:20]4=[CH:21][C:22]5[O:26][CH2:25][O:24][C:23]=5[CH:27]=[C:19]4[O:18][CH2:17]3)[C:9]2=[O:28])=[CH:4][CH:3]=1)(=[O:32])=[O:31]. (7) The reactants are [CH:1]1([C:6]2[C:10]([N+:11]([O-:13])=[O:12])=[C:9]([C:14]([O:16]CC)=O)[O:8][N:7]=2)[CH2:5][CH2:4][CH2:3][CH2:2]1.[NH3:19]. No catalyst specified. The product is [CH:1]1([C:6]2[C:10]([N+:11]([O-:13])=[O:12])=[C:9]([C:14]([NH2:19])=[O:16])[O:8][N:7]=2)[CH2:5][CH2:4][CH2:3][CH2:2]1. The yield is 0.620.